Dataset: Reaction yield outcomes from USPTO patents with 853,638 reactions. Task: Predict the reaction yield, written as a fraction of the theoretical maximum amount of product (1.0 means a 100% yield; for example, 0.34 means a 34% yield). (1) The reactants are [N:1]1[S:5][N:4]=[C:3]2[C:6]([C:10]([OH:12])=O)=[CH:7][CH:8]=[CH:9][C:2]=12.C(Cl)(=O)C(Cl)=O.Cl.[CH3:20][NH:21][O:22][CH3:23].C(N(CC)CC)C. The catalyst is C1C=CC=CC=1.C(Cl)(Cl)Cl.CN(C=O)C.C(Cl)Cl. The product is [CH3:23][O:22][N:21]([CH3:20])[C:10]([C:6]1[C:3]2=[N:4][S:5][N:1]=[C:2]2[CH:9]=[CH:8][CH:7]=1)=[O:12]. The yield is 0.900. (2) The reactants are [CH2:1]([O:3][C:4](=[O:11])[C:5]([CH3:10])([CH3:9])[C:6](=O)[CH3:7])[CH3:2].C([O-])(=O)C.[NH4+].[BH3-]C#[N:19].[Na+].Cl. The catalyst is CO. The product is [CH2:1]([O:3][C:4](=[O:11])[C:5]([CH3:10])([CH3:9])[CH:6]([NH2:19])[CH3:7])[CH3:2]. The yield is 0.240. (3) The yield is 0.440. No catalyst specified. The reactants are Cl[C:2]1[N:6]([CH3:7])[C:5]2[C:8]([C:13]([O:15][CH3:16])=[O:14])=[CH:9][CH:10]=[C:11]([Cl:12])[C:4]=2[N:3]=1.[Cl:17][C:18]1[CH:24]=[C:23]([CH3:25])[C:21]([NH2:22])=[C:20]([O:26][CH3:27])[CH:19]=1.C(=O)([O-])O.[Na+]. The product is [Cl:12][C:11]1[C:4]2[N:3]=[C:2]([NH:22][C:21]3[C:23]([CH3:25])=[CH:24][C:18]([Cl:17])=[CH:19][C:20]=3[O:26][CH3:27])[N:6]([CH3:7])[C:5]=2[C:8]([C:13]([O:15][CH3:16])=[O:14])=[CH:9][CH:10]=1. (4) The reactants are C(O[C@@H:5]1[O:22][C@H:21]([CH2:23][O:24][C:25](=[O:27])[CH3:26])[C@@H:16]([O:17][C:18](=[O:20])[CH3:19])[C@H:11]([O:12][C:13](=[O:15])[CH3:14])[C@H:6]1[O:7][C:8](=[O:10])[CH3:9])(=O)C.[BrH:28].CC(O)=O. The catalyst is C(Cl)(Cl)Cl. The product is [CH3:26][C:25]([O:24][CH2:23][C@H:21]1[O:22][C@H:5]([Br:28])[C@H:6]([O:7][C:8]([CH3:9])=[O:10])[C@@H:11]([O:12][C:13]([CH3:14])=[O:15])[C@@H:16]1[O:17][C:18]([CH3:19])=[O:20])=[O:27]. The yield is 0.850.